Task: Predict the product of the given reaction.. Dataset: Forward reaction prediction with 1.9M reactions from USPTO patents (1976-2016) The product is: [CH2:34]([C:31]1[CH:32]=[CH:33][C:28]([N:12]2[CH2:13][C:14]3[C:15](=[N:16][C:17]([NH:20][C:21]4[CH:26]=[CH:25][C:24]([F:27])=[CH:23][CH:22]=4)=[N:18][CH:19]=3)[N:10]([C@H:8]([CH3:9])[CH2:7][OH:6])[C:11]2=[O:36])=[CH:29][CH:30]=1)[CH3:35]. Given the reactants C([Si](C)(C)[O:6][CH2:7][C@H:8]([N:10]1[C:15]2=[N:16][C:17]([NH:20][C:21]3[CH:26]=[CH:25][C:24]([F:27])=[CH:23][CH:22]=3)=[N:18][CH:19]=[C:14]2[CH2:13][N:12]([C:28]2[CH:33]=[CH:32][C:31]([CH2:34][CH3:35])=[CH:30][CH:29]=2)[C:11]1=[O:36])[CH3:9])(C)(C)C.N1C=CC=CC=1.F, predict the reaction product.